Dataset: Forward reaction prediction with 1.9M reactions from USPTO patents (1976-2016). Task: Predict the product of the given reaction. (1) The product is: [CH:1]1([CH2:7][CH2:8][CH2:9][C@@H:10]([C:19]2[O:23][N:22]=[C:21]([CH2:24][C:25]3[CH:30]=[CH:29][N:28]=[CH:27][CH:26]=3)[N:20]=2)[CH2:11][C:12]([OH:14])=[O:13])[CH2:6][CH2:5][CH2:4][CH2:3][CH2:2]1. Given the reactants [CH:1]1([CH2:7][CH2:8][CH2:9][C@@H:10]([C:19]2[O:23][N:22]=[C:21]([CH2:24][C:25]3[CH:30]=[CH:29][N:28]=[CH:27][CH:26]=3)[N:20]=2)[CH2:11][C:12]([O:14]C(C)(C)C)=[O:13])[CH2:6][CH2:5][CH2:4][CH2:3][CH2:2]1, predict the reaction product. (2) Given the reactants [F:1][C:2]1[CH:3]=[C:4]([N:8]2[C:12]([NH2:13])=[CH:11][C:10]([CH:14]([CH3:16])[CH3:15])=[N:9]2)[CH:5]=[N:6][CH:7]=1.Cl[C:18]([O:20][C:21]1[CH:26]=[CH:25][CH:24]=[CH:23][CH:22]=1)=[O:19], predict the reaction product. The product is: [F:1][C:2]1[CH:3]=[C:4]([N:8]2[C:12]([NH:13][C:18](=[O:19])[O:20][C:21]3[CH:26]=[CH:25][CH:24]=[CH:23][CH:22]=3)=[CH:11][C:10]([CH:14]([CH3:16])[CH3:15])=[N:9]2)[CH:5]=[N:6][CH:7]=1. (3) Given the reactants [OH:1][CH2:2][CH2:3][N:4]([CH2:11][CH2:12][CH2:13][OH:14])[CH:5]1[CH2:10][CH2:9][NH:8][CH2:7][CH2:6]1.[F:15][C:16]([F:46])([F:45])[C:17]1[CH:18]=[C:19]([CH2:27][CH2:28][N:29]([CH3:44])[C:30](=[O:43])[CH:31](OS(C)(=O)=O)[C:32]2[CH:37]=[CH:36][CH:35]=[CH:34][CH:33]=2)[CH:20]=[C:21]([C:23]([F:26])([F:25])[F:24])[CH:22]=1.C(N(CC)CC)C, predict the reaction product. The product is: [F:15][C:16]([F:45])([F:46])[C:17]1[CH:18]=[C:19]([CH2:27][CH2:28][N:29]([CH3:44])[C:30](=[O:43])[CH:31]([N:8]2[CH2:7][CH2:6][CH:5]([N:4]([CH2:3][CH2:2][OH:1])[CH2:11][CH2:12][CH2:13][OH:14])[CH2:10][CH2:9]2)[C:32]2[CH:37]=[CH:36][CH:35]=[CH:34][CH:33]=2)[CH:20]=[C:21]([C:23]([F:25])([F:26])[F:24])[CH:22]=1.